Task: Predict the reactants needed to synthesize the given product.. Dataset: Full USPTO retrosynthesis dataset with 1.9M reactions from patents (1976-2016) (1) Given the product [CH:1]1([N:5]2[CH2:10][CH2:9][CH:8]([O:11][C:12]3[CH:17]=[CH:16][C:15]([C:18]4([C:24](=[S:27])[NH2:25])[CH2:19][CH2:20][O:21][CH2:22][CH2:23]4)=[CH:14][CH:13]=3)[CH2:7][CH2:6]2)[CH2:4][CH2:3][CH2:2]1, predict the reactants needed to synthesize it. The reactants are: [CH:1]1([N:5]2[CH2:10][CH2:9][CH:8]([O:11][C:12]3[CH:17]=[CH:16][C:15]([C:18]4([C:24]#[N:25])[CH2:23][CH2:22][O:21][CH2:20][CH2:19]4)=[CH:14][CH:13]=3)[CH2:7][CH2:6]2)[CH2:4][CH2:3][CH2:2]1.P([O-])(OCC)(SCC)=[S:27]. (2) The reactants are: [CH3:1][O:2][C:3]1[C:4]([CH3:12])=[C:5]([CH:9]=[CH:10][CH:11]=1)[C:6]([OH:8])=O.C(OC([N:23]1[CH2:28][CH2:27][CH:26]([C:29]#[N:30])[CH2:25][CH2:24]1)=O)C1C=CC=CC=1. Given the product [CH3:1][O:2][C:3]1[CH:11]=[CH:10][CH:9]=[C:5]2[C:4]=1[CH:12]=[C:29]([CH:26]1[CH2:27][CH2:28][NH:23][CH2:24][CH2:25]1)[NH:30][C:6]2=[O:8], predict the reactants needed to synthesize it. (3) Given the product [CH:28]([NH:31][C:32]1[O:21][C:20]([C:19]2[CH:18]=[C:17]([N:14]3[CH2:13][C@H:12]4[N:8]([CH2:9][CH2:10][CH2:11]4)[C:7]4[N:27]=[C:3]([S:2][CH3:1])[N:4]=[CH:5][C:6]=4[C:15]3=[O:16])[CH:26]=[CH:25][CH:24]=2)=[N:22][N:23]=1)([CH3:30])[CH3:29], predict the reactants needed to synthesize it. The reactants are: [CH3:1][S:2][C:3]1[N:4]=[CH:5][C:6]2[C:15](=[O:16])[N:14]([C:17]3[CH:18]=[C:19]([CH:24]=[CH:25][CH:26]=3)[C:20]([NH:22][NH2:23])=[O:21])[CH2:13][C@H:12]3[N:8]([CH2:9][CH2:10][CH2:11]3)[C:7]=2[N:27]=1.[CH:28]([N:31]=[C:32]=O)([CH3:30])[CH3:29].C(=O)(O)[O-].[Na+].C(Cl)(Cl)Cl.